Predict the reaction yield, written as a fraction of the theoretical maximum amount of product (1.0 means a 100% yield; for example, 0.34 means a 34% yield). From a dataset of Reaction yield outcomes from USPTO patents with 853,638 reactions. The reactants are [NH2:1][C:2]1[CH:3]=[C:4]([C:8]2[C:17]3[C:12](=[C:13]([C:18]([F:21])([F:20])[F:19])[CH:14]=[CH:15][CH:16]=3)[N:11]=[CH:10][C:9]=2[C:22]([C:24]2[CH:29]=[CH:28][CH:27]=[CH:26][CH:25]=2)=[O:23])[CH:5]=[CH:6][CH:7]=1.CO[CH:32]1[CH2:36][CH2:35][CH:34](OC)O1. The catalyst is C(O)(=O)C. The product is [C:24]1([C:22]([C:9]2[CH:10]=[N:11][C:12]3[C:17]([C:8]=2[C:4]2[CH:5]=[CH:6][CH:7]=[C:2]([N:1]4[CH:32]=[CH:36][CH:35]=[CH:34]4)[CH:3]=2)=[CH:16][CH:15]=[CH:14][C:13]=3[C:18]([F:21])([F:19])[F:20])=[O:23])[CH:25]=[CH:26][CH:27]=[CH:28][CH:29]=1. The yield is 0.670.